This data is from Forward reaction prediction with 1.9M reactions from USPTO patents (1976-2016). The task is: Predict the product of the given reaction. (1) Given the reactants [N:1]1([C:6]2[N:11]3[CH:12]=[C:13]([CH2:15][N:16]([CH:29]4[C:38]5[N:37]=[CH:36][CH:35]=[CH:34][C:33]=5[CH2:32][CH2:31][CH2:30]4)[CH2:17][CH2:18][CH2:19][CH2:20][NH:21]C(=O)OC(C)(C)C)[N:14]=[C:10]3[CH:9]=[CH:8][CH:7]=2)[CH2:5][CH2:4][CH2:3][CH2:2]1.FC(F)(F)C(O)=O, predict the reaction product. The product is: [N:1]1([C:6]2[N:11]3[CH:12]=[C:13]([CH2:15][N:16]([CH:29]4[C:38]5[N:37]=[CH:36][CH:35]=[CH:34][C:33]=5[CH2:32][CH2:31][CH2:30]4)[CH2:17][CH2:18][CH2:19][CH2:20][NH2:21])[N:14]=[C:10]3[CH:9]=[CH:8][CH:7]=2)[CH2:5][CH2:4][CH2:3][CH2:2]1. (2) Given the reactants [C:1]([O:5][C:6](=[O:15])[NH:7][CH:8]1[CH2:13][CH2:12][CH2:11][CH:10]([NH2:14])[CH2:9]1)([CH3:4])([CH3:3])[CH3:2].C(N(C(C)C)CC)(C)C.CN(C(ON1N=NC2C=CC=NC1=2)=[N+](C)C)C.F[P-](F)(F)(F)(F)F.[C:49]([C:53]1[CH:61]=[CH:60][C:56]([C:57](O)=[O:58])=[CH:55][CH:54]=1)([CH3:52])([CH3:51])[CH3:50], predict the reaction product. The product is: [C:1]([O:5][C:6](=[O:15])[NH:7][CH:8]1[CH2:13][CH2:12][CH2:11][CH:10]([NH:14][C:57](=[O:58])[C:56]2[CH:60]=[CH:61][C:53]([C:49]([CH3:51])([CH3:50])[CH3:52])=[CH:54][CH:55]=2)[CH2:9]1)([CH3:4])([CH3:2])[CH3:3]. (3) Given the reactants [CH2:1]([N:3]=[C:4]=[S:5])[CH3:2].[NH:6]1[CH2:11][CH2:10][CH:9]([C:12]([O:14][CH2:15][CH3:16])=[O:13])[CH2:8][CH2:7]1.[CH2:17]1COCC1, predict the reaction product. The product is: [CH2:1]([N:3]=[C:4]([S:5][CH3:17])[N:6]1[CH2:11][CH2:10][CH:9]([C:12]([O:14][CH2:15][CH3:16])=[O:13])[CH2:8][CH2:7]1)[CH3:2]. (4) Given the reactants [CH3:1][C:2]1[CH:8]=[CH:7][C:6]([O:9][CH3:10])=[CH:5][C:3]=1N.N([O-])=[O:12].[Na+], predict the reaction product. The product is: [CH3:1][C:2]1[CH:8]=[CH:7][C:6]([O:9][CH3:10])=[CH:5][C:3]=1[OH:12]. (5) Given the reactants [CH:1]([O:4][C:5]1[C:10]([CH2:11][NH:12][C:13](=[O:33])[CH:14]([C:16]2[CH:30]=[CH:29][C:19]([CH2:20][NH:21]C(=O)OC(C)(C)C)=[C:18]([O:31][CH3:32])[CH:17]=2)[CH3:15])=[CH:9][CH:8]=[C:7]([C:34]([F:37])([F:36])[F:35])[N:6]=1)([CH3:3])[CH3:2].FC(F)(F)C(O)=O.C([O-])(O)=O.[Na+], predict the reaction product. The product is: [NH2:21][CH2:20][C:19]1[CH:29]=[CH:30][C:16]([CH:14]([CH3:15])[C:13]([NH:12][CH2:11][C:10]2[C:5]([O:4][CH:1]([CH3:3])[CH3:2])=[N:6][C:7]([C:34]([F:36])([F:37])[F:35])=[CH:8][CH:9]=2)=[O:33])=[CH:17][C:18]=1[O:31][CH3:32]. (6) Given the reactants Br[C:2]1[CH:10]=[C:9]2[C:5]([CH:6]=[C:7]([CH3:11])[NH:8]2)=[CH:4][CH:3]=1.[H-].[Na+].[Li]CCCC.[CH3:19][C:20]1([CH3:31])[C:24]([CH3:26])([CH3:25])[O:23][B:22](OC(C)C)[O:21]1, predict the reaction product. The product is: [CH3:11][C:7]1[NH:8][C:9]2[C:5]([CH:6]=1)=[CH:4][CH:3]=[C:2]([B:22]1[O:23][C:24]([CH3:26])([CH3:25])[C:20]([CH3:31])([CH3:19])[O:21]1)[CH:10]=2.